Dataset: NCI-60 drug combinations with 297,098 pairs across 59 cell lines. Task: Regression. Given two drug SMILES strings and cell line genomic features, predict the synergy score measuring deviation from expected non-interaction effect. Cell line: NCI-H322M. Drug 2: C(CC(=O)O)C(=O)CN.Cl. Drug 1: CC1C(C(CC(O1)OC2CC(OC(C2O)C)OC3=CC4=CC5=C(C(=O)C(C(C5)C(C(=O)C(C(C)O)O)OC)OC6CC(C(C(O6)C)O)OC7CC(C(C(O7)C)O)OC8CC(C(C(O8)C)O)(C)O)C(=C4C(=C3C)O)O)O)O. Synergy scores: CSS=50.1, Synergy_ZIP=-1.91, Synergy_Bliss=1.26, Synergy_Loewe=-30.1, Synergy_HSA=-1.17.